The task is: Regression/Classification. Given a drug SMILES string, predict its toxicity properties. Task type varies by dataset: regression for continuous values (e.g., LD50, hERG inhibition percentage) or binary classification for toxic/non-toxic outcomes (e.g., AMES mutagenicity, cardiotoxicity, hepatotoxicity). Dataset: ld50_zhu.. This data is from Acute oral toxicity (LD50) regression data from Zhu et al.. The drug is OCc1ccccc1. The rat oral LD50 is 1.94, given as -log10 of the dose in mol/kg body weight (higher means more acutely toxic).